From a dataset of Forward reaction prediction with 1.9M reactions from USPTO patents (1976-2016). Predict the product of the given reaction. (1) Given the reactants C(OC([N:8]1[CH2:17][CH2:16][C:15]2[C:11](=[C:12](OS(C(F)(F)F)(=O)=O)[N:13]([CH:18]3[CH2:22][CH2:21][CH2:20][CH2:19]3)[N:14]=2)[CH2:10][CH2:9]1)=O)(C)(C)C.[F:31][C:32]1[CH:37]=[CH:36][C:35](B(O)O)=[CH:34][CH:33]=1, predict the reaction product. The product is: [CH:18]1([N:13]2[C:12]([C:35]3[CH:36]=[CH:37][C:32]([F:31])=[CH:33][CH:34]=3)=[C:11]3[C:15]([CH2:16][CH2:17][NH:8][CH2:9][CH2:10]3)=[N:14]2)[CH2:19][CH2:20][CH2:21][CH2:22]1. (2) Given the reactants S(Cl)(Cl)=O.[NH:5]1[C:9]2[CH:10]=[CH:11][C:12]([C:14]([OH:16])=[O:15])=[CH:13][C:8]=2[N:7]=[CH:6]1.[CH3:17]O, predict the reaction product. The product is: [NH:5]1[C:9]2[CH:10]=[CH:11][C:12]([C:14]([O:16][CH3:17])=[O:15])=[CH:13][C:8]=2[N:7]=[CH:6]1.